From a dataset of Experimentally validated miRNA-target interactions with 360,000+ pairs, plus equal number of negative samples. Binary Classification. Given a miRNA mature sequence and a target amino acid sequence, predict their likelihood of interaction. (1) The miRNA is hsa-miR-4516 with sequence GGGAGAAGGGUCGGGGC. The protein sequence of the target gene is MNMSVLTLQEYEFEKQFNENEAIQWMQENWKKSFLFSALYAAFIFGGRHLMNKRAKFELRKPLVLWSLTLAVFSIFGALRTGAYMVYILMTKGLKQSVCDQGFYNGPVSKFWAYAFVLSKAPELGDTIFIILRKQKLIFLHWYHHITVLLYSWYSYKDMVAGGGWFMTMNYGVHAVMYSYYALRAAGFRVSRKFAMFITLSQITQMLMGCVVNYLVFCWMQHDQCHSHFQNIFWSSLMYLSYLVLFCHFFFEAYIGKMRKTTKAE. Result: 1 (interaction). (2) The protein sequence of the target gene is MAGDRLPRKVMDAKKLASLLRGGPGGPLVIDSRSFVEYNSWHVLSSVNICCSKLVKRRLQQGKVTIAELIQPAARSQVEATEPQDVVVYDQSTRDASVLAADSFLSILLSKLDGCFDSVAILTGGFATFSSCFPGLCEGKPAALLPMSLSQPCLPVPSVGLTRILPHLYLGSQKDVLNKDLMTQNGISYVLNASNSCPKPDFICESRFMRVPINDNYCEKLLPWLDKSIEFIDKAKLSSCQVIVHCLAGISRSATIAIAYIMKTMGMSSDDAYRFVKDRRPSISPNFNFLGQLLEYERSL.... Result: 1 (interaction). The miRNA is hsa-miR-6844 with sequence UUCUUUGUUUUUAAUUCACAG. (3) The miRNA is mmu-miR-5129-5p with sequence AUGUGGGGGCAUUGGUAUUUUC. The protein sequence of the target gene is MAAEEEDEVEWVVESIAGFLRGPDWSIPILDFVEQKCEVFDDEEESKLTYTEIHQEYKELVEKLLESYLKEIGINEDQFQEACTSPLAKTRTSQAILQPVLAAEDFTIFKAMMVQKNIEMQLQAIRIIQERNGVLPDCLTDGADVVSDLEQEEMKILREVLRKSKEEYDQEEERKRKKQSSEAKMEELPVYTSEAEKMSNSQGDGEHFVQPPSEVKVHFANQSVQPLARKMELLPETSSLTQKGLKIPGLEHASMEGPIANLSALGTEELRQREHYLKQKRDKLLSMRKDTRTKQIQNTE.... Result: 0 (no interaction). (4) The miRNA is mmu-miR-17-5p with sequence CAAAGUGCUUACAGUGCAGGUAG. The protein sequence of the target gene is MEKGLALPQDFRDLVHSLKIRGRYVLFLAFVVIVFIFIEKENKIISRVSDKLKQIPHFVADANSTDPALLLSENASLLSLSELDSTFSHLRSRLHNLSLQLGVEPAMESQEAGAEKPSQQAGAGTRRHVLLMATTRTGSSFVGEFFNQQGNIFYLFEPLWHIERTVFFQQRGASAAGSALVYRDVLKQLLLCDLYVLEPFISPPPEDHLTQFLFRRGSSRSLCEDPVCTPFVKKVFEKYHCRNRRCGPLNVTLAGEACRRKDHVALKAVRIRQLEFLQPLVEDPRLDLRVIQLVRDPRAV.... Result: 0 (no interaction). (5) The miRNA is hsa-miR-6886-3p with sequence UGCCCUUCUCUCCUCCUGCCU. The protein sequence of the target gene is MMMKIPWGSIPVLMLLLLLGLIDISQAQLSCTGPPAIPGIPGIPGTPGPDGQPGTPGIKGEKGLPGLAGDHGEFGEKGDPGIPGNPGKVGPKGPMGPKGGPGAPGAPGPKGESGDYKATQKIAFSATRTINVPLRRDQTIRFDHVITNMNNNYEPRSGKFTCKVPGLYYFTYHASSRGNLCVNLMRGRERAQKVVTFCDYAYNTFQVTTGGMVLKLEQGENVFLQATDKNSLLGMEGANSIFSGFLLFPDMEA. Result: 0 (no interaction).